From a dataset of Forward reaction prediction with 1.9M reactions from USPTO patents (1976-2016). Predict the product of the given reaction. (1) Given the reactants Br[C:2]1[CH:7]=[CH:6][C:5]([C:8]([N:10]2[CH2:15][CH2:14][N:13]([C:16]3[C:21]([CH3:22])=[CH:20][C:19]([CH2:23][CH3:24])=[CH:18][N:17]=3)[CH2:12][CH2:11]2)=[O:9])=[C:4]([F:25])[CH:3]=1.[NH:26]1[CH2:30][CH2:29][CH2:28][C:27]1=[O:31], predict the reaction product. The product is: [CH2:23]([C:19]1[CH:20]=[C:21]([CH3:22])[C:16]([N:13]2[CH2:14][CH2:15][N:10]([C:8]([C:5]3[CH:6]=[CH:7][C:2]([N:26]4[CH2:30][CH2:29][CH2:28][C:27]4=[O:31])=[CH:3][C:4]=3[F:25])=[O:9])[CH2:11][CH2:12]2)=[N:17][CH:18]=1)[CH3:24]. (2) Given the reactants [C:1]([C:3]1[CH:30]=[CH:29][C:6]2[NH:7][C:8]([CH:10]([C:17]3[C:25]([O:26][CH3:27])=[CH:24][C:23]([CH3:28])=[C:22]4[C:18]=3[CH:19]=[CH:20][NH:21]4)[CH:11]([CH3:16])[C:12]([O:14]C)=[O:13])=[N:9][C:5]=2[CH:4]=1)#[N:2].[Li+].[OH-], predict the reaction product. The product is: [C:1]([C:3]1[CH:30]=[CH:29][C:6]2[NH:7][C:8]([CH:10]([C:17]3[C:25]([O:26][CH3:27])=[CH:24][C:23]([CH3:28])=[C:22]4[C:18]=3[CH:19]=[CH:20][NH:21]4)[CH:11]([CH3:16])[C:12]([OH:14])=[O:13])=[N:9][C:5]=2[CH:4]=1)#[N:2].